Dataset: Full USPTO retrosynthesis dataset with 1.9M reactions from patents (1976-2016). Task: Predict the reactants needed to synthesize the given product. (1) Given the product [CH2:7]([O:9][C:10]([C:12]1([CH2:18][O:19][CH3:20])[CH2:13][CH2:14][N:15]([CH2:44][C:41]2[CH:40]=[CH:39][C:38]([C:35]3[N:34]=[C:33]([C:24]4[CH:25]=[CH:26][C:27]([CH:28]5[CH2:32][CH2:31][CH2:30][CH2:29]5)=[C:22]([Cl:21])[CH:23]=4)[O:37][N:36]=3)=[CH:43][CH:42]=2)[CH2:16][CH2:17]1)=[O:11])[CH3:8], predict the reactants needed to synthesize it. The reactants are: C(=O)([O-])[O-].[K+].[K+].[CH2:7]([O:9][C:10]([C:12]1([CH2:18][O:19][CH3:20])[CH2:17][CH2:16][NH:15][CH2:14][CH2:13]1)=[O:11])[CH3:8].[Cl:21][C:22]1[CH:23]=[C:24]([C:33]2[O:37][N:36]=[C:35]([C:38]3[CH:43]=[CH:42][C:41]([CH2:44]Cl)=[CH:40][CH:39]=3)[N:34]=2)[CH:25]=[CH:26][C:27]=1[CH:28]1[CH2:32][CH2:31][CH2:30][CH2:29]1. (2) Given the product [CH2:17]([C:16]([C:13]1[CH:14]=[CH:15][C:10]([C:9]#[C:8][CH2:7][CH2:6][CH2:5][CH2:4][C:3]([OH:41])=[O:2])=[C:11]([CH3:40])[CH:12]=1)([C:19]1[CH:24]=[CH:23][C:22](/[CH:25]=[CH:26]/[C:27]([OH:36])([C:32]([F:33])([F:34])[F:35])[C:28]([F:31])([F:29])[F:30])=[C:21]([CH3:37])[CH:20]=1)[CH2:38][CH3:39])[CH3:18], predict the reactants needed to synthesize it. The reactants are: C[O:2][C:3](=[O:41])[CH2:4][CH2:5][CH2:6][CH2:7][C:8]#[C:9][C:10]1[CH:15]=[CH:14][C:13]([C:16]([CH2:38][CH3:39])([C:19]2[CH:24]=[CH:23][C:22](/[CH:25]=[CH:26]/[C:27]([OH:36])([C:32]([F:35])([F:34])[F:33])[C:28]([F:31])([F:30])[F:29])=[C:21]([CH3:37])[CH:20]=2)[CH2:17][CH3:18])=[CH:12][C:11]=1[CH3:40].[OH-].[Na+].C(OCC)(=O)C. (3) Given the product [OH:34][CH:32]([C:28]1[CH:27]=[C:26]2[C:31](=[CH:30][CH:29]=1)[C:22]([CH2:21][N:18]1[C:19](=[O:20])[C@@H:13]([NH:12][C:11](=[O:41])[C@@H:9]([NH:7][CH3:6])[CH3:10])[CH2:14][CH2:15][C:16]3[CH:40]=[CH:39][CH:38]=[CH:37][C:17]1=3)=[C:23]([O:35][CH3:36])[CH:24]=[CH:25]2)[CH3:33], predict the reactants needed to synthesize it. The reactants are: C(O[C:6](=O)[N:7]([C@H:9]([C:11](=[O:41])[NH:12][C@@H:13]1[C:19](=[O:20])[N:18]([CH2:21][C:22]2[C:31]3[C:26](=[CH:27][C:28]([C:32](=[O:34])[CH3:33])=[CH:29][CH:30]=3)[CH:25]=[CH:24][C:23]=2[O:35][CH3:36])[C:17]2[CH:37]=[CH:38][CH:39]=[CH:40][C:16]=2[CH2:15][CH2:14]1)[CH3:10])C)(C)(C)C.[BH4-].[Na+].CCO. (4) Given the product [F:1][C:2]1[CH:3]=[CH:4][C:5]([NH:8][NH:9][C:18](=[O:19])[CH2:17][CH2:16][N:11]2[CH2:15][CH2:14][CH2:13][CH2:12]2)=[N:6][CH:7]=1, predict the reactants needed to synthesize it. The reactants are: [F:1][C:2]1[CH:3]=[CH:4][C:5]([NH:8][NH2:9])=[N:6][CH:7]=1.Cl.[N:11]1([CH2:16][CH2:17][C:18](O)=[O:19])[CH2:15][CH2:14][CH2:13][CH2:12]1.C(Cl)CCl.C1C=CC2N(O)N=NC=2C=1.C(N(CC)CC)C. (5) Given the product [CH3:19][C:20]([CH3:25])([CH3:24])[CH2:21][CH2:22][NH:23][CH2:1][C:3]1[CH:18]=[CH:17][C:6]([O:7][C:8]2[N:9]=[CH:10][C:11]([C:14]([NH2:16])=[O:15])=[N:12][CH:13]=2)=[CH:5][CH:4]=1, predict the reactants needed to synthesize it. The reactants are: [CH:1]([C:3]1[CH:18]=[CH:17][C:6]([O:7][C:8]2[N:9]=[CH:10][C:11]([C:14]([NH2:16])=[O:15])=[N:12][CH:13]=2)=[CH:5][CH:4]=1)=O.[CH3:19][C:20]([CH3:25])([CH3:24])[CH2:21][CH2:22][NH2:23].[BH4-].[Na+]. (6) The reactants are: [Cl:1][C:2]1[CH:7]=[CH:6][C:5](B(O)O)=[CH:4][C:3]=1[F:11].I[C:13]1[N:18]=[C:17]([NH2:19])[N:16]=[C:15]([NH:20][CH3:21])[CH:14]=1. Given the product [Cl:1][C:2]1[CH:7]=[CH:6][C:5]([C:13]2[N:18]=[C:17]([NH2:19])[N:16]=[C:15]([NH:20][CH3:21])[CH:14]=2)=[CH:4][C:3]=1[F:11], predict the reactants needed to synthesize it. (7) Given the product [CH3:36][C:9]1[CH:46]=[CH:51][C:12]([NH:8][C:6](=[O:7])[N:3]([CH3:4])[CH2:2][CH2:1][CH2:30][O:29][C:17]2[CH:18]=[CH:19][C:20]3[C:21]([C:25]([F:26])([F:28])[F:27])=[N:22][O:23][C:24]=3[C:16]=2[CH2:13][CH2:14][CH3:15])=[N:11][CH:10]=1, predict the reactants needed to synthesize it. The reactants are: [CH:1]1N=[CH:4][N:3]([C:6]([N:8]2[CH:12]=[N:11][CH:10]=[CH:9]2)=[O:7])[CH:2]=1.[CH2:13]([C:16]1[C:24]2[O:23][N:22]=[C:21]([C:25]([F:28])([F:27])[F:26])[C:20]=2[CH:19]=[CH:18][C:17]=1[O:29][CH2:30]CCNC)[CH2:14][CH3:15].[Li+].[CH3:36][Si]([N-][Si](C)(C)C)(C)C.N[C:46]1[CH:51]=CC=CN=1.[NH4+].[Cl-]. (8) Given the product [F:1][C:2]([F:7])([F:6])[C:3]([OH:5])=[O:4].[F:8][C:9]1[CH:10]=[CH:11][C:12]([C:15]2[N:20]=[CH:19][C:18]([O:21][CH2:22][C:23]([NH:26][C:27]3[CH:32]=[CH:31][CH:30]=[CH:29][N:28]=3)=[O:25])=[CH:17][CH:16]=2)=[CH:13][CH:14]=1, predict the reactants needed to synthesize it. The reactants are: [F:1][C:2]([F:7])([F:6])[C:3]([OH:5])=[O:4].[F:8][C:9]1[CH:14]=[CH:13][C:12]([C:15]2[N:20]=[CH:19][C:18]([O:21][CH2:22][C:23]([OH:25])=O)=[CH:17][CH:16]=2)=[CH:11][CH:10]=1.[NH2:26][C:27]1[CH:32]=[CH:31][CH:30]=[CH:29][N:28]=1.